From a dataset of Catalyst prediction with 721,799 reactions and 888 catalyst types from USPTO. Predict which catalyst facilitates the given reaction. (1) Reactant: F[C:2]1[CH:3]=[CH:4][C:5]([N+:8]([O-:10])=[O:9])=[N:6][CH:7]=1.[N:11]1([C:17]([O:19][C:20]([CH3:23])([CH3:22])[CH3:21])=[O:18])[CH2:16][CH2:15][NH:14][CH2:13][CH2:12]1.C(N(CC)CC)C. Product: [N+:8]([C:5]1[N:6]=[CH:7][C:2]([N:14]2[CH2:13][CH2:12][N:11]([C:17]([O:19][C:20]([CH3:23])([CH3:22])[CH3:21])=[O:18])[CH2:16][CH2:15]2)=[CH:3][CH:4]=1)([O-:10])=[O:9]. The catalyst class is: 11. (2) Reactant: [Cl:1][C:2]1[CH:3]=[C:4]([CH2:9][CH2:10][C:11]([OH:13])=O)[CH:5]=[C:6]([Cl:8])[CH:7]=1.[CH2:14]1[C@@H:18]2[CH2:19][NH:20][CH2:21][C@@H:17]2[CH2:16][N:15]1[C:22]([O:24][C:25]([CH3:28])([CH3:27])[CH3:26])=[O:23].CN1CCOCC1.F[P-](F)(F)(F)(F)F.N1(OC(N(C)C)=[N+](C)C)C2N=CC=CC=2N=N1. The catalyst class is: 9. Product: [Cl:8][C:6]1[CH:5]=[C:4]([CH2:9][CH2:10][C:11]([N:20]2[CH2:19][C@@H:18]3[CH2:14][N:15]([C:22]([O:24][C:25]([CH3:28])([CH3:27])[CH3:26])=[O:23])[CH2:16][C@@H:17]3[CH2:21]2)=[O:13])[CH:3]=[C:2]([Cl:1])[CH:7]=1. (3) Reactant: [Br:1][C:2]1[CH:3]=[C:4]2[C:8](=[CH:9][C:10]=1[F:11])[N:7](C(=O)C)[N:6]=[CH:5]2.Cl.[OH-].[Na+]. Product: [Br:1][C:2]1[CH:3]=[C:4]2[C:8](=[CH:9][C:10]=1[F:11])[NH:7][N:6]=[CH:5]2. The catalyst class is: 5.